Task: Predict the product of the given reaction.. Dataset: Forward reaction prediction with 1.9M reactions from USPTO patents (1976-2016) (1) Given the reactants [CH2:1]([O:8][C:9]1[CH:18]=[CH:17][CH:16]=[C:15]2[C:10]=1[CH2:11][CH2:12][CH2:13][CH:14]2[C:19]([OH:21])=[O:20])[C:2]1[CH:7]=[CH:6][CH:5]=[CH:4][CH:3]=1.[C:22]1([C@H:28]([NH2:30])[CH3:29])[CH:27]=[CH:26][CH:25]=[CH:24][CH:23]=1, predict the reaction product. The product is: [CH2:1]([O:8][C:9]1[CH:18]=[CH:17][CH:16]=[C:15]2[C:10]=1[CH2:11][CH2:12][CH2:13][C@@H:14]2[C:19]([O-:21])=[O:20])[C:2]1[CH:3]=[CH:4][CH:5]=[CH:6][CH:7]=1.[C:22]1([C@H:28]([NH3+:30])[CH3:29])[CH:27]=[CH:26][CH:25]=[CH:24][CH:23]=1. (2) Given the reactants [F:1][C:2]1[CH:3]=[CH:4][C:5]2[C:9]([N:10]3[CH2:15][CH2:14][N:13]([CH2:16][CH2:17][N:18]4[C:27]5[C:22](=[CH:23][C:24]([C:28]#[N:29])=[CH:25][CH:26]=5)[CH2:21][CH2:20][CH2:19]4)[C@H:12]([CH3:30])[CH2:11]3)=[CH:8][S:7][C:6]=2[CH:31]=1.[OH2:32], predict the reaction product. The product is: [F:1][C:2]1[CH:3]=[CH:4][C:5]2[C:9]([N:10]3[CH2:15][CH2:14][N:13]([CH2:16][CH2:17][N:18]4[C:27]5[C:22](=[CH:23][C:24]([C:28]([NH2:29])=[O:32])=[CH:25][CH:26]=5)[CH2:21][CH2:20][CH2:19]4)[C@H:12]([CH3:30])[CH2:11]3)=[CH:8][S:7][C:6]=2[CH:31]=1. (3) The product is: [CH3:24][N:23]([CH2:22][C:19]1[CH:20]=[CH:21][C:16]([C:14]2[O:15][C:5](=[O:4])[C:7]3([CH2:12][CH2:11][CH2:10][CH2:9][CH2:8]3)[N:13]=2)=[CH:17][CH:18]=1)[CH3:25]. Given the reactants [OH-].[Na+].C[O:4][C:5]([C:7]1([NH:13][C:14]([C:16]2[CH:21]=[CH:20][C:19]([CH2:22][N:23]([CH3:25])[CH3:24])=[CH:18][CH:17]=2)=[O:15])[CH2:12][CH2:11][CH2:10][CH2:9][CH2:8]1)=O.Cl.C(N(CC)CC)C.Cl.C(N=C=NCCCN(C)C)C, predict the reaction product.